This data is from Full USPTO retrosynthesis dataset with 1.9M reactions from patents (1976-2016). The task is: Predict the reactants needed to synthesize the given product. (1) Given the product [CH3:26][C:27]1[CH:34]=[CH:33][CH:32]=[C:31]([CH3:35])[C:28]=1[CH2:29][O:1][C:2]1[CH:3]=[C:4]([CH2:8][CH2:9][C:10]#[N:11])[CH:5]=[CH:6][CH:7]=1, predict the reactants needed to synthesize it. The reactants are: [OH:1][C:2]1[CH:3]=[C:4]([CH2:8][CH2:9][C:10]#[N:11])[CH:5]=[CH:6][CH:7]=1.N(C(OC(C)C)=O)=NC(OC(C)C)=O.[CH3:26][C:27]1[CH:34]=[CH:33][CH:32]=[C:31]([CH3:35])[C:28]=1[CH2:29]O.C1(P(C2C=CC=CC=2)C2C=CC=CC=2)C=CC=CC=1. (2) The reactants are: [NH2:1][C:2]1[C:7](Cl)=[N:6][CH:5]=[CH:4][N:3]=1.[CH:9]1([NH2:12])[CH2:11][CH2:10]1.C[Si]([N-][Si](C)(C)C)(C)C.[Li+].O1CCCC1. Given the product [CH:9]1([NH:12][C:7]2[C:2]([NH2:1])=[N:3][CH:4]=[CH:5][N:6]=2)[CH2:11][CH2:10]1, predict the reactants needed to synthesize it.